This data is from Tyrosyl-DNA phosphodiesterase HTS with 341,365 compounds. The task is: Binary Classification. Given a drug SMILES string, predict its activity (active/inactive) in a high-throughput screening assay against a specified biological target. The molecule is S(c1nc(c2ccc(F)cc2)cc(c1C#N)C(F)(F)F)CC(=O)Nc1ccc(OCC)cc1. The result is 0 (inactive).